Task: Predict the product of the given reaction.. Dataset: Forward reaction prediction with 1.9M reactions from USPTO patents (1976-2016) (1) Given the reactants [Br:1][C:2]1[O:6][C:5]([C:7]([OH:9])=[O:8])=[CH:4][CH:3]=1.[C:10](Cl)(=O)C(Cl)=O.CN(C)C=O.CO, predict the reaction product. The product is: [Br:1][C:2]1[O:6][C:5]([C:7]([O:9][CH3:10])=[O:8])=[CH:4][CH:3]=1. (2) Given the reactants [CH2:1]([NH:4][CH2:5][C:6]1[NH:7][C:8](=[O:16])[C:9]2[CH2:15][O:14][CH2:13][CH2:12][C:10]=2[N:11]=1)[C:2]#[CH:3].[F:17][C:18]1[CH:35]=[CH:34][C:21]([C:22]([CH:24]2[CH2:29][CH2:28][N:27]([CH2:30][C:31](O)=[O:32])[CH2:26][CH2:25]2)=[O:23])=[CH:20][CH:19]=1, predict the reaction product. The product is: [F:17][C:18]1[CH:19]=[CH:20][C:21]([C:22]([CH:24]2[CH2:25][CH2:26][N:27]([CH2:30][C:31]([N:4]([CH2:5][C:6]3[NH:7][C:8](=[O:16])[C:9]4[CH2:15][O:14][CH2:13][CH2:12][C:10]=4[N:11]=3)[CH2:1][C:2]#[CH:3])=[O:32])[CH2:28][CH2:29]2)=[O:23])=[CH:34][CH:35]=1. (3) Given the reactants [Br:1][C:2]1[CH:11]=[C:10]2[C:5]([N:6](C(=O)C(F)(F)F)[C@@H:7]([CH3:19])[CH2:8][N:9]2[C:12]([O:14][C:15]([CH3:18])([CH3:17])[CH3:16])=[O:13])=[CH:4][CH:3]=1.C(=O)(O)[O-].[Na+], predict the reaction product. The product is: [Br:1][C:2]1[CH:11]=[C:10]2[C:5]([NH:6][C@@H:7]([CH3:19])[CH2:8][N:9]2[C:12]([O:14][C:15]([CH3:18])([CH3:17])[CH3:16])=[O:13])=[CH:4][CH:3]=1. (4) Given the reactants [CH3:1][N:2]=[C:3]=[O:4].[NH2:5][C:6]1[C:15]2[N:16]=[C:17]([CH2:29][NH2:30])[N:18]([CH2:19][CH2:20][NH:21][C:22](=[O:28])[O:23][C:24]([CH3:27])([CH3:26])[CH3:25])[C:14]=2[C:13]2[CH:12]=[CH:11][C:10]([O:31][CH2:32][C:33]3[CH:38]=[CH:37][CH:36]=[CH:35][CH:34]=3)=[CH:9][C:8]=2[N:7]=1, predict the reaction product. The product is: [NH2:5][C:6]1[C:15]2[N:16]=[C:17]([CH2:29][NH:30][C:3]([NH:2][CH3:1])=[O:4])[N:18]([CH2:19][CH2:20][NH:21][C:22](=[O:28])[O:23][C:24]([CH3:27])([CH3:25])[CH3:26])[C:14]=2[C:13]2[CH:12]=[CH:11][C:10]([O:31][CH2:32][C:33]3[CH:38]=[CH:37][CH:36]=[CH:35][CH:34]=3)=[CH:9][C:8]=2[N:7]=1.